Dataset: Catalyst prediction with 721,799 reactions and 888 catalyst types from USPTO. Task: Predict which catalyst facilitates the given reaction. Reactant: Br[C:2]1[CH:3]=[C:4]([C:8]2([CH3:36])[C:13]([CH3:15])([CH3:14])[O:12][C:11]([NH:16][C@H:17]([C:28]3[CH:33]=[CH:32][CH:31]=[CH:30][CH:29]=3)[CH2:18][CH2:19][O:20][Si](C(C)(C)C)(C)C)=[N:10][S:9]2(=[O:35])=[O:34])[CH:5]=[CH:6][CH:7]=1.[H][H]. Product: [C:28]1([C@@H:17]([NH:16][C:11]2[O:12][C:13]([CH3:15])([CH3:14])[C:8]([CH3:36])([C:4]3[CH:5]=[CH:6][CH:7]=[CH:2][CH:3]=3)[S:9](=[O:34])(=[O:35])[N:10]=2)[CH2:18][CH2:19][OH:20])[CH:29]=[CH:30][CH:31]=[CH:32][CH:33]=1. The catalyst class is: 19.